Dataset: Peptide-MHC class I binding affinity with 185,985 pairs from IEDB/IMGT. Task: Regression. Given a peptide amino acid sequence and an MHC pseudo amino acid sequence, predict their binding affinity value. This is MHC class I binding data. (1) The peptide sequence is RPRQRGIPF. The MHC is HLA-A02:03 with pseudo-sequence HLA-A02:03. The binding affinity (normalized) is 0.0847. (2) The peptide sequence is KIISEIGQL. The MHC is HLA-A69:01 with pseudo-sequence HLA-A69:01. The binding affinity (normalized) is 0.0847. (3) The peptide sequence is KELENEYYF. The MHC is HLA-A01:01 with pseudo-sequence HLA-A01:01. The binding affinity (normalized) is 0.0847. (4) The binding affinity (normalized) is 0.0847. The MHC is HLA-A02:01 with pseudo-sequence HLA-A02:01. The peptide sequence is RNQPAATAL. (5) The peptide sequence is SLLFREVWK. The MHC is HLA-B39:01 with pseudo-sequence HLA-B39:01. The binding affinity (normalized) is 0.0847. (6) The peptide sequence is SARTNCLAV. The MHC is HLA-A31:01 with pseudo-sequence HLA-A31:01. The binding affinity (normalized) is 0.0847.